Task: Predict the reaction yield, written as a fraction of the theoretical maximum amount of product (1.0 means a 100% yield; for example, 0.34 means a 34% yield).. Dataset: Reaction yield outcomes from USPTO patents with 853,638 reactions (1) The reactants are [Cl:1][C:2]1[C:3](F)=[N:4][CH:5]=[C:6]([O:8][CH2:9][CH:10]([O:14][CH2:15][CH3:16])[O:11][CH2:12][CH3:13])[CH:7]=1.CC(C)([O-])C.[K+].CN(C)C(=O)C.[CH3:30][C:31]1[N:32]=[CH:33][C:34]([NH:37][C:38]2[C:47]3[C:42](=[CH:43][CH:44]=[C:45]([OH:48])[CH:46]=3)[N:41]=[CH:40][N:39]=2)=[N:35][CH:36]=1. The catalyst is C(Cl)(Cl)Cl. The product is [Cl:1][C:2]1[C:3]([O:48][C:45]2[CH:46]=[C:47]3[C:42](=[CH:43][CH:44]=2)[N:41]=[CH:40][N:39]=[C:38]3[NH:37][C:34]2[CH:33]=[N:32][C:31]([CH3:30])=[CH:36][N:35]=2)=[N:4][CH:5]=[C:6]([O:8][CH2:9][CH:10]([O:14][CH2:15][CH3:16])[O:11][CH2:12][CH3:13])[CH:7]=1. The yield is 0.530. (2) The yield is 0.450. The product is [C:43]([C@H:28]1[CH2:29][C@H:26]([CH:24]([NH:23][C:21]([C:20]2[C:14]3[C:15](=[N:16][CH:17]=[C:12]([C:6]4[C:5]5[C:9](=[CH:10][C:2]([F:1])=[CH:3][CH:4]=5)[N:8]([CH3:11])[N:7]=4)[N:13]=3)[N:18]([CH2:35][O:36][CH2:37][CH2:38][Si:39]([CH3:42])([CH3:40])[CH3:41])[CH:19]=2)=[O:22])[CH3:25])[CH2:27]1)#[N:44]. The reactants are [F:1][C:2]1[CH:10]=[C:9]2[C:5]([C:6]([C:12]3[N:13]=[C:14]4[C:20]([C:21]([NH:23][CH:24]([C@@H:26]5[CH2:29][C@H:28](OS(C)(=O)=O)[CH2:27]5)[CH3:25])=[O:22])=[CH:19][N:18]([CH2:35][O:36][CH2:37][CH2:38][Si:39]([CH3:42])([CH3:41])[CH3:40])[C:15]4=[N:16][CH:17]=3)=[N:7][N:8]2[CH3:11])=[CH:4][CH:3]=1.[C-:43]#[N:44].[K+].C1OCCOCCOCCOCCOCCOC1. The catalyst is CS(C)=O. (3) The yield is 0.850. The reactants are [O:1]=[C:2]1[CH2:5][CH:4]([CH2:6][CH2:7][C:8]([OH:10])=O)[CH2:3]1.[C:11]([C:15]1[CH:21]=[CH:20][C:18]([NH2:19])=[C:17]([N+:22]([O-:24])=[O:23])[CH:16]=1)([CH3:14])([CH3:13])[CH3:12].N1C=CC=CC=1.C(P1(=O)OP(CCC)(=O)OP(CCC)(=O)O1)CC. The catalyst is O1CCOCC1.CCOC(C)=O. The product is [C:11]([C:15]1[CH:21]=[CH:20][C:18]([NH:19][C:8](=[O:10])[CH2:7][CH2:6][CH:4]2[CH2:3][C:2](=[O:1])[CH2:5]2)=[C:17]([N+:22]([O-:24])=[O:23])[CH:16]=1)([CH3:14])([CH3:12])[CH3:13]. (4) The reactants are [Cl:1][C:2]1[C:7]2=[N:8][CH:9]=[C:10]([O:12][CH2:13][C:14]3O[CH:16]=[CH:17][N:18]=3)[N:11]=[C:6]2[CH:5]=[CH:4][N:3]=1.ClC1N=C2C=CN=C(Cl)C2=NC=1.[OH:31][CH2:32][CH2:33]N1CCCC1=O. The yield is 0.750. No catalyst specified. The product is [Cl:1][C:2]1[C:7]2=[N:8][CH:9]=[C:10]([O:12][CH2:13][CH2:14][N:18]3[CH2:17][CH2:16][CH2:33][C:32]3=[O:31])[N:11]=[C:6]2[CH:5]=[CH:4][N:3]=1. (5) The reactants are Cl[C:2]1[C:11]2[C:6](=[CH:7][CH:8]=[C:9]([CH:12]=[O:13])[CH:10]=2)[N:5]=[CH:4][CH:3]=1.[N:14]1[CH:19]=[CH:18][C:17](B(O)O)=[CH:16][CH:15]=1.C([O-])([O-])=O.[K+].[K+]. The catalyst is CN(C=O)C. The product is [N:14]1[CH:19]=[CH:18][C:17]([C:2]2[C:11]3[C:6](=[CH:7][CH:8]=[C:9]([CH:12]=[O:13])[CH:10]=3)[N:5]=[CH:4][CH:3]=2)=[CH:16][CH:15]=1. The yield is 0.510. (6) The reactants are [CH3:1][C:2]1[NH:3][CH:4]=[C:5]([C:7]2[N:11]([C:12]3[CH:13]=[N:14][C:15]([O:18][CH3:19])=[CH:16][CH:17]=3)[N:10]=[C:9]([C:20]([OH:22])=O)[CH:8]=2)[N:6]=1.Cl.[CH3:24][O:25][CH:26]1[CH2:31][CH2:30][NH:29][CH2:28][CH2:27]1. No catalyst specified. The product is [CH3:1][C:2]1[NH:3][CH:4]=[C:5]([C:7]2[N:11]([C:12]3[CH:13]=[N:14][C:15]([O:18][CH3:19])=[CH:16][CH:17]=3)[N:10]=[C:9]([C:20]([N:29]3[CH2:30][CH2:31][CH:26]([O:25][CH3:24])[CH2:27][CH2:28]3)=[O:22])[CH:8]=2)[N:6]=1. The yield is 0.450. (7) The reactants are [F:1][C:2]([F:16])([F:15])[C:3]1[CH:4]=[C:5]([CH:8]=[C:9]([C:11]([F:14])([F:13])[F:12])[CH:10]=1)[CH:6]=O.[C:17]([NH2:23])(=[O:22])[CH2:18][C:19]([CH3:21])=O.[NH2:24][C:25]([NH2:27])=[O:26].B(F)(F)F.CCOCC. The catalyst is [Cu](Cl)Cl.C1COCC1.CC(O)=O. The product is [F:1][C:2]([F:16])([F:15])[C:3]1[CH:4]=[C:5]([CH:6]2[C:18]([C:17]([NH2:23])=[O:22])=[C:19]([CH3:21])[NH:27][C:25](=[O:26])[NH:24]2)[CH:8]=[C:9]([C:11]([F:14])([F:13])[F:12])[CH:10]=1. The yield is 0.360.